Dataset: Catalyst prediction with 721,799 reactions and 888 catalyst types from USPTO. Task: Predict which catalyst facilitates the given reaction. (1) Reactant: [Cl:1][C:2]1[S:6][C:5]([C:7]([NH:9][CH2:10][CH:11]2[C:19]3[C:14](=[CH:15][C:16]([C:20]([OH:22])=O)=[CH:17][CH:18]=3)[NH:13][CH2:12]2)=[O:8])=[CH:4][CH:3]=1.[CH3:23][NH:24][CH3:25].Cl.CCN=C=NCCCN(C)C.C1C=CC2N(O)N=NC=2C=1.CCN(C(C)C)C(C)C. Product: [CH3:23][N:24]([CH3:25])[C:20]([C:16]1[CH:15]=[C:14]2[C:19]([CH:11]([CH2:10][NH:9][C:7]([C:5]3[S:6][C:2]([Cl:1])=[CH:3][CH:4]=3)=[O:8])[CH2:12][NH:13]2)=[CH:18][CH:17]=1)=[O:22]. The catalyst class is: 245. (2) Reactant: [CH3:1][C:2]1[CH:3]=[CH:4][C:5]([C:21]([NH:23][C:24]2[CH:25]=[C:26]([C:36]([F:39])([F:38])[F:37])[CH:27]=[C:28]([N:30]3[CH:34]=[N:33][C:32]([CH3:35])=[CH:31]3)[CH:29]=2)=[O:22])=[CH:6][C:7]=1[NH:8][C:9]1[N:10]=[CH:11][CH:12]=[C:13]([C:15]2[CH:16]=[CH:17][CH:18]=[N:19][CH:20]=2)[N:14]=1.[ClH:40]. Product: [CH3:1][C:2]1[CH:3]=[CH:4][C:5]([C:21]([NH:23][C:24]2[CH:25]=[C:26]([C:36]([F:38])([F:39])[F:37])[CH:27]=[C:28]([N:30]3[CH:34]=[N:33][C:32]([CH3:35])=[CH:31]3)[CH:29]=2)=[O:22])=[CH:6][C:7]=1[NH:8][C:9]1[N:10]=[CH:11][CH:12]=[C:13]([C:15]2[CH:16]=[CH:17][CH:18]=[N:19][CH:20]=2)[N:14]=1.[ClH:40]. The catalyst class is: 259.